This data is from Tyrosyl-DNA phosphodiesterase HTS with 341,365 compounds. The task is: Binary Classification. Given a drug SMILES string, predict its activity (active/inactive) in a high-throughput screening assay against a specified biological target. (1) The molecule is S=C(NC1CC2N(C(C1)CCC2)CCc1ccccc1)NCC. The result is 0 (inactive). (2) The result is 0 (inactive). The drug is o1c2c(n(c(=O)n(c2=O)c2cc(cc(c2)C)C)CC(=O)Nc2cc(OC)c(OC)cc2)c2c1cccc2.